From a dataset of Experimentally validated miRNA-target interactions with 360,000+ pairs, plus equal number of negative samples. Binary Classification. Given a miRNA mature sequence and a target amino acid sequence, predict their likelihood of interaction. (1) The miRNA is hsa-miR-3922-3p with sequence UCUGGCCUUGACUUGACUCUUU. The protein sequence of the target gene is MASGVQVADEVCRIFYDMKVRKCSTPEEIKKRKKAVIFCLSADKKCIVVEEGKEILVGDVGATITDPFKHFVGMLPEKDCRYALYDASFETKESRKEELMFFLWAPEQAPLKSKMIYASSKDAIKKKFPGIKHEYQANGPEDLNRTCIAEKLGGSLIVAFEGSPV. Result: 0 (no interaction). (2) The miRNA is mmu-miR-669p-5p with sequence AGUUGUGUGUGCAUGUUCAUGUCU. The protein sequence of the target gene is MPMHFIFSDEAVLLFDFWRVHSPTGMALSVLVVLLLAVLYEGIKVGKAKLLHKTLESLPATNSQQFILGPDQDSTGSRSTSDNRTRLRWFLCYFGQSLVHVIQVVIGYFVMLAVMSYNTWIFLGVVLGSAVGYYLAYPLLNMT. Result: 1 (interaction). (3) The miRNA is mmu-miR-325-3p with sequence UUUAUUGAGCACCUCCUAUCAA. The protein sequence of the target gene is MHRKKVDNRIRILIENGVAERQRSLFVVVGDRGKDQVVILHHMLSKATVKARPSVLWCYKKELGFSSHRKKRMRQLQKKIKNGTLNIKQDDPFELFIAATNIRYCYYNETHKILGNTFGMCVLQDFEALTPNLLARTVETVEGGGLVVILLRTMNSLKQLYTVTMDVHSRYRTEAHQDVVGRFNERFILSLASCKKCLVIDDQLNILPISSHVATMEALPPQTPDESLGPSDLELRELKESLQDTQPVGVLVDCCKTLDQAKAVLKFIEGISEKTLRSTVALTAARGRGKSAALGLAIAG.... Result: 0 (no interaction). (4) The miRNA is mmu-miR-881-3p with sequence AACUGUGUCUUUUCUGAAUAGA. The protein sequence of the target gene is MPLTLLQDWCRGEHLNTRRCMLILGIPEDCGEDEFEETLQEACRHLGRYRVIGRMFRREENAQAILLELAQDIDYALLPREIPGKGGPWEVIVKPRNSDGEFLNRLNRFLEEERRTVSDMNRVLGSDTNCSAPRVTISPEFWTWAQTLGAAVQPLLEQMLYRELRVFSGNTISIPGALAFDAWLEHTTEMLQMWQVPEGEKRRRLMECLRGPALQVVSGLRASNASITVEECLAALQQVFGPVESHKIAQVKLCKAYQEAGEKVSSFVLRLEPLLQRAVENNVVSRRNVNQTRLKRVLSG.... Result: 0 (no interaction). (5) The miRNA is hsa-miR-764 with sequence GCAGGUGCUCACUUGUCCUCCU. The protein sequence of the target gene is MEKNGNNRKLRVCVATCNRADYSKLAPIMFGIKTEPEFFELDVVVLGSHLIDDYGNTYRMIEQDDFDINTRLHTIVRGEDEAAMVESVGLALVKLPDVLNRLKPDIMIVHGDRFDALALATSAALMNIRILHIEGGEVSGTIDDSIRHAITKLAHYHVCCTRSAEQHLISMCEDHDRILLAGCPSYDKLLSAKNKDYMSIIRMWLGDDVKSKDYIVALQHPVTTDIKHSIKMFELTLDALISFNKRTLVLFPNIDAGSKEMVRVMRKKGIEHHPNFRAVKHVPFDQFIQLVAHAGCMIGN.... Result: 1 (interaction).